Dataset: Catalyst prediction with 721,799 reactions and 888 catalyst types from USPTO. Task: Predict which catalyst facilitates the given reaction. (1) Reactant: [OH-].[Na+].[CH2:3]([OH:8])[CH:4]=[CH:5][CH2:6][OH:7].[CH2:9](Cl)[C:10]1[CH:15]=[CH:14][CH:13]=[CH:12][CH:11]=1. Product: [CH2:9]([O:7][CH2:6][CH:5]=[CH:4][CH2:3][O:8][CH2:9][C:10]1[CH:15]=[CH:14][CH:13]=[CH:12][CH:11]=1)[C:10]1[CH:15]=[CH:14][CH:13]=[CH:12][CH:11]=1. The catalyst class is: 689. (2) Reactant: C([NH:4][OH:5])(=O)C.CC(C)([O-])C.[K+].[C:12]([C:14]1[CH:19]=[CH:18][C:17]([N:20]2[C:24]([C:25]3[CH:30]=[CH:29][C:28]([O:31][CH3:32])=[CH:27][CH:26]=3)=[CH:23][CH:22]=[C:21]2[CH2:33][CH2:34][C:35]([O:37][CH2:38][CH3:39])=[O:36])=[CH:16][C:15]=1F)#[N:13].C(OCC)(=O)C. Product: [NH2:13][C:12]1[C:14]2[CH:19]=[CH:18][C:17]([N:20]3[C:24]([C:25]4[CH:30]=[CH:29][C:28]([O:31][CH3:32])=[CH:27][CH:26]=4)=[CH:23][CH:22]=[C:21]3[CH2:33][CH2:34][C:35]([O:37][CH2:38][CH3:39])=[O:36])=[CH:16][C:15]=2[O:5][N:4]=1. The catalyst class is: 163. (3) Reactant: [F:1][C:2]1[CH:3]=[C:4]2[C:9](=[C:10]([O:13][C:14]([F:17])([F:16])[F:15])[C:11]=1F)[N:8]([C:18]1[CH:23]=[CH:22][C:21]([CH2:24][N:25]3[CH2:29][CH2:28][CH2:27][CH2:26]3)=[CH:20][CH:19]=1)[CH:7]=[C:6]([C:30]([O:32][CH2:33][CH3:34])=[O:31])[C:5]2=[O:35].C1N2CCN(CC2)C1.[Cl:44][C:45]1[CH:46]=[C:47]([N:51]2[CH2:56][CH2:55][NH:54][CH2:53][CH2:52]2)[CH:48]=[CH:49][CH:50]=1. Product: [Cl:44][C:45]1[CH:46]=[C:47]([N:51]2[CH2:56][CH2:55][N:54]([C:11]3[C:10]([O:13][C:14]([F:17])([F:16])[F:15])=[C:9]4[C:4]([C:5](=[O:35])[C:6]([C:30]([O:32][CH2:33][CH3:34])=[O:31])=[CH:7][N:8]4[C:18]4[CH:19]=[CH:20][C:21]([CH2:24][N:25]5[CH2:29][CH2:28][CH2:27][CH2:26]5)=[CH:22][CH:23]=4)=[CH:3][C:2]=3[F:1])[CH2:53][CH2:52]2)[CH:48]=[CH:49][CH:50]=1. The catalyst class is: 10.